From a dataset of Forward reaction prediction with 1.9M reactions from USPTO patents (1976-2016). Predict the product of the given reaction. (1) Given the reactants [ClH:1].[N:2]12[CH2:9][CH2:8][CH:5]([CH2:6][CH2:7]1)[C@@H:4]([NH:10][C:11]([C:13]1[O:14][C:15]3[C:21]([C:22]4[CH:23]=[C:24]([CH:28]=[CH:29][CH:30]=4)[C:25]([OH:27])=O)=[CH:20][CH:19]=[CH:18][C:16]=3[CH:17]=1)=[O:12])[CH2:3]2.[CH:31]1([NH2:34])[CH2:33][CH2:32]1, predict the reaction product. The product is: [ClH:1].[N:2]12[CH2:9][CH2:8][CH:5]([CH2:6][CH2:7]1)[C@@H:4]([NH:10][C:11]([C:13]1[O:14][C:15]3[C:21]([C:22]4[CH:30]=[CH:29][CH:28]=[C:24]([C:25]([NH:34][CH:31]5[CH2:33][CH2:32]5)=[O:27])[CH:23]=4)=[CH:20][CH:19]=[CH:18][C:16]=3[CH:17]=1)=[O:12])[CH2:3]2. (2) Given the reactants CC1(C)C[CH:10]([NH2:12])[C:9]2[C:4](=[CH:5][CH:6]=[CH:7]C=2)[O:3]1.[CH:14]1[C:23]2[C:18](=[CH:19][CH:20]=[CH:21][CH:22]=2)[CH:17]=[CH:16][C:15]=1[CH2:24][C:25]([OH:27])=O.CCN=C=NCCCN(C)C.[ClH:39].[CH:40]1[CH:41]=[CH:42][C:43]2N(O)N=N[C:44]=2[CH:45]=1.C(N(CC)CC)C, predict the reaction product. The product is: [Cl:39][C:40]1[CH:45]=[C:44]2[C:43](=[CH:42][CH:41]=1)[O:3][C:4]1([CH2:5][CH2:6][CH2:7]1)[CH2:9][CH:10]2[NH:12][C:25](=[O:27])[CH2:24][C:15]1[CH:16]=[CH:17][C:18]2[C:23](=[CH:22][CH:21]=[CH:20][CH:19]=2)[CH:14]=1. (3) The product is: [C:22]1([NH:21][C:12]([C:8]2[N:9]=[CH:10][S:11][C:7]=2[NH:6][C:4](=[O:5])[C:3]2[C:15]([Cl:20])=[CH:16][C:17]([Cl:19])=[CH:18][C:2]=2[Cl:1])=[O:14])[CH:27]=[CH:26][CH:25]=[CH:24][CH:23]=1. Given the reactants [Cl:1][C:2]1[CH:18]=[C:17]([Cl:19])[CH:16]=[C:15]([Cl:20])[C:3]=1[C:4]([NH:6][C:7]1[S:11][CH:10]=[N:9][C:8]=1[C:12]([OH:14])=O)=[O:5].[NH2:21][C:22]1[CH:27]=[CH:26][CH:25]=[CH:24][CH:23]=1.C1C=CC2N(O)N=NC=2C=1.CCN=C=NCCCN(C)C, predict the reaction product. (4) Given the reactants [C:1]([O:5][C:6]([NH:8][C@H:9]([C:15]1[CH:20]=[CH:19][C:18]([S:21]([CH2:24][CH3:25])(=[O:23])=[O:22])=[CH:17][CH:16]=1)[CH2:10][C:11](OC)=[O:12])=[O:7])([CH3:4])([CH3:3])[CH3:2].[Li+].[BH4-], predict the reaction product. The product is: [CH2:24]([S:21]([C:18]1[CH:17]=[CH:16][C:15]([C@@H:9]([NH:8][C:6](=[O:7])[O:5][C:1]([CH3:4])([CH3:3])[CH3:2])[CH2:10][CH2:11][OH:12])=[CH:20][CH:19]=1)(=[O:23])=[O:22])[CH3:25]. (5) Given the reactants Cl[C:2]1[N:10]=[C:9]2[C:5]([N:6]=[CH:7][N:8]2[CH:11]([C:13]2[CH:18]=[CH:17][C:16]([F:19])=[CH:15][CH:14]=2)[CH3:12])=[C:4]([NH:20][CH2:21][CH2:22][C:23]2[CH:28]=[CH:27][C:26]([OH:29])=[CH:25][CH:24]=2)[N:3]=1.CCN(C(C)C)C(C)C.[CH2:39]([N:41]1[CH2:46][CH2:45][NH:44][CH2:43][CH2:42]1)[CH3:40], predict the reaction product. The product is: [CH2:39]([N:41]1[CH2:46][CH2:45][N:44]([C:2]2[N:10]=[C:9]3[C:5]([N:6]=[CH:7][N:8]3[CH:11]([C:13]3[CH:18]=[CH:17][C:16]([F:19])=[CH:15][CH:14]=3)[CH3:12])=[C:4]([NH:20][CH2:21][CH2:22][C:23]3[CH:28]=[CH:27][C:26]([OH:29])=[CH:25][CH:24]=3)[N:3]=2)[CH2:43][CH2:42]1)[CH3:40]. (6) Given the reactants [C:1]([C:5]1[CH:10]=[CH:9][C:8]([S:11]([NH:14][C:15]2[CH:16]=[N:17][C:18]([CH3:21])=[CH:19][CH:20]=2)(=[O:13])=[O:12])=[CH:7][CH:6]=1)([CH3:4])([CH3:3])[CH3:2].Br[CH2:23][C:24]([O:26]C)=[O:25], predict the reaction product. The product is: [C:1]([C:5]1[CH:6]=[CH:7][C:8]([S:11]([N:14]([CH2:23][C:24]([OH:26])=[O:25])[C:15]2[CH:16]=[N:17][C:18]([CH3:21])=[CH:19][CH:20]=2)(=[O:12])=[O:13])=[CH:9][CH:10]=1)([CH3:4])([CH3:3])[CH3:2]. (7) Given the reactants [CH2:1]([O:8][C:9]1[CH:14]=[CH:13][C:12]([C:15](=[O:17])[CH3:16])=[C:11]([CH3:18])[CH:10]=1)[C:2]1[CH:7]=[CH:6][CH:5]=[CH:4][CH:3]=1.[Na+].[Br-:20].S([O-])([O-])=O.[Na+].[Na+].C(OCC)(=O)C, predict the reaction product. The product is: [CH2:1]([O:8][C:9]1[C:14]([Br:20])=[CH:13][C:12]([C:15](=[O:17])[CH3:16])=[C:11]([CH3:18])[CH:10]=1)[C:2]1[CH:3]=[CH:4][CH:5]=[CH:6][CH:7]=1. (8) Given the reactants C1(S)C=CC=CC=1.C[O:9][C:10]1[CH:15]=[C:14]([N:16]2[CH:20]=[CH:19][CH:18]=[N:17]2)[CH:13]=[CH:12][C:11]=1[C:21]1[N:26]=[N:25][C:24]([N:27]([CH3:38])[CH:28]2[CH2:33][C:32]([CH3:35])([CH3:34])[NH:31][C:30]([CH3:37])([CH3:36])[CH2:29]2)=[CH:23][CH:22]=1.C([O-])([O-])=O.[K+].[K+], predict the reaction product. The product is: [CH3:38][N:27]([CH:28]1[CH2:33][C:32]([CH3:35])([CH3:34])[NH:31][C:30]([CH3:37])([CH3:36])[CH2:29]1)[C:24]1[N:25]=[N:26][C:21]([C:11]2[CH:12]=[CH:13][C:14]([N:16]3[CH:20]=[CH:19][CH:18]=[N:17]3)=[CH:15][C:10]=2[OH:9])=[CH:22][CH:23]=1.